Dataset: Catalyst prediction with 721,799 reactions and 888 catalyst types from USPTO. Task: Predict which catalyst facilitates the given reaction. (1) Reactant: [CH3:1][O:2][CH2:3][C@H:4]([CH3:31])[O:5][C:6]1[CH:7]=[C:8]([C:23]2[NH:27][C:26]([C:28]([OH:30])=O)=[CH:25][CH:24]=2)[CH:9]=[C:10]([O:12][C:13]2[CH:14]=[N:15][C:16]([S:19]([CH3:22])(=[O:21])=[O:20])=[CH:17][CH:18]=2)[CH:11]=1.[NH2:32][C@@H:33]([CH2:37][OH:38])[C@H:34]([CH3:36])[OH:35].C1C=CC2N(O)N=NC=2C=1.O.CN1CCOCC1.CCN=C=NCCCN(C)C.Cl. Product: [OH:35][C@@H:34]([CH3:36])[C@@H:33]([NH:32][C:28]([C:26]1[NH:27][C:23]([C:8]2[CH:9]=[C:10]([O:12][C:13]3[CH:14]=[N:15][C:16]([S:19]([CH3:22])(=[O:20])=[O:21])=[CH:17][CH:18]=3)[CH:11]=[C:6]([O:5][C@@H:4]([CH3:31])[CH2:3][O:2][CH3:1])[CH:7]=2)=[CH:24][CH:25]=1)=[O:30])[CH2:37][OH:38]. The catalyst class is: 391. (2) Reactant: [NH2:1][C:2]1[C:7]([C:8]([C:10]2[C:15]([F:16])=[C:14]([F:17])[CH:13]=[C:12]([O:18][Si:19]([C:22]([CH3:25])([CH3:24])[CH3:23])([CH3:21])[CH3:20])[C:11]=2[O:26][CH3:27])=[O:9])=[CH:6][N:5]=[C:4](Cl)[N:3]=1.FC(F)(F)C(O)=O.[CH3:36][S:37]([N:40]1[CH2:45][CH2:44][CH:43]([NH2:46])[CH2:42][CH2:41]1)(=[O:39])=[O:38].C(N(C(C)C)CC)(C)C. Product: [NH2:1][C:2]1[C:7]([C:8]([C:10]2[C:15]([F:16])=[C:14]([F:17])[CH:13]=[C:12]([O:18][Si:19]([C:22]([CH3:25])([CH3:24])[CH3:23])([CH3:21])[CH3:20])[C:11]=2[O:26][CH3:27])=[O:9])=[CH:6][N:5]=[C:4]([NH:46][CH:43]2[CH2:44][CH2:45][N:40]([S:37]([CH3:36])(=[O:39])=[O:38])[CH2:41][CH2:42]2)[N:3]=1. The catalyst class is: 8.